This data is from Catalyst prediction with 721,799 reactions and 888 catalyst types from USPTO. The task is: Predict which catalyst facilitates the given reaction. (1) Reactant: [CH3:1][NH:2][CH3:3].[CH2:4]=O.[F:6][C:7]1[CH:15]=[C:14]2[C:10]([CH:11]=[CH:12][NH:13]2)=[CH:9][CH:8]=1.[OH-].[Na+]. Product: [CH3:1][N:2]([CH2:4][C:11]1[C:10]2[C:14](=[CH:15][C:7]([F:6])=[CH:8][CH:9]=2)[NH:13][CH:12]=1)[CH3:3]. The catalyst class is: 15. (2) Reactant: C(O[Na:6])(C)(C)C.[Cl:7][C:8]1[CH:9]=[CH:10][C:11]([O:27][CH2:28][C:29]2[CH:34]=[CH:33][C:32]([F:35])=[CH:31][C:30]=2[F:36])=[C:12]([CH:26]=1)[CH2:13][N:14]1[C:18]2[CH:19]=[N:20][CH:21]=[C:22]([C:23]([OH:25])=[O:24])[C:17]=2[CH:16]=[CH:15]1. Product: [Cl:7][C:8]1[CH:9]=[CH:10][C:11]([O:27][CH2:28][C:29]2[CH:34]=[CH:33][C:32]([F:35])=[CH:31][C:30]=2[F:36])=[C:12]([CH:26]=1)[CH2:13][N:14]1[C:18]2[CH:19]=[N:20][CH:21]=[C:22]([C:23]([O-:25])=[O:24])[C:17]=2[CH:16]=[CH:15]1.[Na+:6]. The catalyst class is: 5. (3) Reactant: F[C:2]1[CH:3]=[C:4]([C:11]2[CH:16]=[CH:15][C:14]([NH2:17])=[C:13]([N+:18]([O-:20])=[O:19])[CH:12]=2)[CH:5]=[CH:6][C:7]=1[N+:8]([O-:10])=[O:9].C([O-])([O-])=O.[K+].[K+].[CH3:27][NH2:28]. Product: [CH3:27][NH:28][C:2]1[CH:3]=[C:4]([C:11]2[CH:16]=[CH:15][C:14]([NH2:17])=[C:13]([N+:18]([O-:20])=[O:19])[CH:12]=2)[CH:5]=[CH:6][C:7]=1[N+:8]([O-:10])=[O:9]. The catalyst class is: 2. (4) Reactant: [N+:1]([C:4]1[CH:5]=[CH:6][C:7]([Cl:14])=[C:8]([C:12]=1[Cl:13])[C:9]([OH:11])=[O:10])([O-])=O. Product: [NH2:1][C:4]1[CH:5]=[CH:6][C:7]([Cl:14])=[C:8]([C:12]=1[Cl:13])[C:9]([OH:11])=[O:10]. The catalyst class is: 78. (5) Reactant: Br[C:2]1[CH:7]=[CH:6][CH:5]=[CH:4][C:3]=1[O:8][CH3:9].[Mg].II.[C:13]1([P:19](Cl)([C:21]2[CH:26]=[CH:25][CH:24]=[CH:23][CH:22]=2)=[O:20])[CH:18]=[CH:17][CH:16]=[CH:15][CH:14]=1. Product: [CH3:9][O:8][C:3]1[CH:4]=[CH:5][CH:6]=[CH:7][C:2]=1[P:19](=[O:20])([C:21]1[CH:22]=[CH:23][CH:24]=[CH:25][CH:26]=1)[C:13]1[CH:18]=[CH:17][CH:16]=[CH:15][CH:14]=1. The catalyst class is: 1.